This data is from Peptide-MHC class I binding affinity with 185,985 pairs from IEDB/IMGT. The task is: Regression. Given a peptide amino acid sequence and an MHC pseudo amino acid sequence, predict their binding affinity value. This is MHC class I binding data. (1) The peptide sequence is LENCILIRLT. The MHC is HLA-B44:03 with pseudo-sequence HLA-B44:03. The binding affinity (normalized) is 0.340. (2) The peptide sequence is MMLAQAYYG. The MHC is HLA-B27:05 with pseudo-sequence HLA-B27:05. The binding affinity (normalized) is 0.0847.